Predict the reaction yield, written as a fraction of the theoretical maximum amount of product (1.0 means a 100% yield; for example, 0.34 means a 34% yield). From a dataset of Reaction yield outcomes from USPTO patents with 853,638 reactions. (1) The reactants are [NH2:1][C:2]1[CH:10]=[CH:9][CH:8]=[C:7]([CH3:11])[C:3]=1[C:4]([OH:6])=O.O=S(Cl)Cl.[Cl:16][C:17]1[CH:23]=[CH:22][CH:21]=[CH:20][C:18]=1[NH2:19].C(Cl)(Cl)Cl. The catalyst is C1C=CC=CC=1. The product is [NH2:1][C:2]1[CH:10]=[CH:9][CH:8]=[C:7]([CH3:11])[C:3]=1[C:4]([NH:19][C:18]1[CH:20]=[CH:21][CH:22]=[CH:23][C:17]=1[Cl:16])=[O:6]. The yield is 0.510. (2) The reactants are [CH:1]([C:4]1[CH:9]=[CH:8][C:7]([C:10]2[C:14]3[C:15]([CH3:22])=[C:16]([NH2:21])[C:17]([CH3:20])=[C:18]([CH3:19])[C:13]=3[O:12][C:11]=2[CH3:23])=[CH:6][CH:5]=1)([CH3:3])[CH3:2].[F:24][C:25]1[CH:33]=[CH:32][C:28]([C:29](Cl)=[O:30])=[CH:27][CH:26]=1. The catalyst is C(OCC)(=O)C.CCCCCC. The product is [F:24][C:25]1[CH:33]=[CH:32][C:28]([C:29]([NH:21][C:16]2[C:17]([CH3:20])=[C:18]([CH3:19])[C:13]3[O:12][C:11]([CH3:23])=[C:10]([C:7]4[CH:8]=[CH:9][C:4]([CH:1]([CH3:3])[CH3:2])=[CH:5][CH:6]=4)[C:14]=3[C:15]=2[CH3:22])=[O:30])=[CH:27][CH:26]=1. The yield is 0.720.